Dataset: Catalyst prediction with 721,799 reactions and 888 catalyst types from USPTO. Task: Predict which catalyst facilitates the given reaction. (1) Reactant: [NH:1]1[C:5]2[CH:6]=[C:7]([C:10]3[O:14][C:13]([SH:15])=[N:12][N:11]=3)[CH:8]=[CH:9][C:4]=2[N:3]=[CH:2]1.[CH2:16](Br)[CH2:17][CH2:18][CH2:19][CH2:20][CH2:21][CH2:22][CH3:23]. Product: [CH2:16]([S:15][C:13]1[O:14][C:10]([C:7]2[CH:8]=[CH:9][C:4]3[NH:3][CH:2]=[N:1][C:5]=3[CH:6]=2)=[N:11][N:12]=1)[CH2:17][CH2:18][CH2:19][CH2:20][CH2:21][CH2:22][CH3:23]. The catalyst class is: 14. (2) Reactant: [CH3:1][C:2]1([CH3:11])[S:7][CH2:6][CH2:5][NH:4][CH:3]1[C:8]([OH:10])=[O:9].[CH2:12]=O.Cl. Product: [CH3:1][C:2]1([CH3:11])[S:7][CH2:6][CH2:5][N:4]([CH3:12])[CH:3]1[C:8]([OH:10])=[O:9]. The catalyst class is: 106. (3) Reactant: Cl[C:2]1[C:11]2[CH2:10][CH2:9][C:8]3[CH:12]=[CH:13][C:14]([O:16][CH3:17])=[CH:15][C:7]=3[C:6]=2[N:5]=[CH:4][N:3]=1.[CH3:18][C:19]1[N:23]([CH3:24])[C:22]([C:25]2[CH:26]=[C:27]([NH2:31])[CH:28]=[CH:29][CH:30]=2)=[CH:21][N:20]=1.[OH-].[Na+]. Product: [CH3:18][C:19]1[N:23]([CH3:24])[C:22]([C:25]2[CH:26]=[C:27]([NH:31][C:2]3[C:11]4[CH2:10][CH2:9][C:8]5[CH:12]=[CH:13][C:14]([O:16][CH3:17])=[CH:15][C:7]=5[C:6]=4[N:5]=[CH:4][N:3]=3)[CH:28]=[CH:29][CH:30]=2)=[CH:21][N:20]=1. The catalyst class is: 4. (4) Product: [F:1][C:2]1[CH:19]=[C:18]([N+:20]([O-:22])=[O:21])[CH:17]=[CH:16][C:3]=1[O:4][C:5]1[C:14]2[C:9](=[CH:10][C:11]([O:15][CH2:25][C:26]([CH3:28])([OH:29])[CH3:27])=[CH:12][CH:13]=2)[N:8]=[CH:7][CH:6]=1. Reactant: [F:1][C:2]1[CH:19]=[C:18]([N+:20]([O-:22])=[O:21])[CH:17]=[CH:16][C:3]=1[O:4][C:5]1[C:14]2[C:9](=[CH:10][C:11]([OH:15])=[CH:12][CH:13]=2)[N:8]=[CH:7][CH:6]=1.[OH-].[Na+].[CH3:25][C:26]1([O:29][CH2:28]1)[CH3:27]. The catalyst class is: 249. (5) The catalyst class is: 272. Reactant: [CH2:1]([S:3][CH:4]([CH3:8])[C:5]([OH:7])=O)[CH3:2].C(Cl)(=O)C(Cl)=O.CN(C)C=O.Cl.[C:21]([N:25]1[C:29]([Cl:30])=[C:28]([NH:31][CH2:32][CH3:33])[CH:27]=[N:26]1)([CH3:24])([CH3:23])[CH3:22]. Product: [C:21]([N:25]1[C:29]([Cl:30])=[C:28]([N:31]([CH2:32][CH3:33])[C:5](=[O:7])[CH:4]([S:3][CH2:1][CH3:2])[CH3:8])[CH:27]=[N:26]1)([CH3:24])([CH3:23])[CH3:22].